This data is from Catalyst prediction with 721,799 reactions and 888 catalyst types from USPTO. The task is: Predict which catalyst facilitates the given reaction. (1) Reactant: Br[C:2]1[CH:3]=[CH:4][C:5]([C:8]([NH:10][C:11]2[CH:25]=[CH:24][C:14]3[CH2:15][CH2:16][N:17]([CH:20]4[CH2:23][CH2:22][CH2:21]4)[CH2:18][CH2:19][C:13]=3[CH:12]=2)=[O:9])=[N:6][CH:7]=1.C([Sn](CCCC)(CCCC)[C:31]1[CH:36]=[N:35][CH:34]=[CH:33][N:32]=1)CCC. Product: [CH:20]1([N:17]2[CH2:16][CH2:15][C:14]3[CH:24]=[CH:25][C:11]([NH:10][C:8]([C:5]4[CH:4]=[CH:3][C:2]([C:31]5[CH:36]=[N:35][CH:34]=[CH:33][N:32]=5)=[CH:7][N:6]=4)=[O:9])=[CH:12][C:13]=3[CH2:19][CH2:18]2)[CH2:23][CH2:22][CH2:21]1. The catalyst class is: 11. (2) Product: [CH3:35][C:2]([CH3:1])([CH3:34])[C:3]#[C:4][C:5]1[S:9][C:8]([C:10]([OH:12])=[O:11])=[C:7]([N:14]([CH:24]([CH2:26][C:27](=[O:33])[N:28]2[CH2:29][CH2:30][CH2:31][CH2:32]2)[CH3:25])[C:15]([C@H:17]2[CH2:22][CH2:21][C@H:20]([CH3:23])[CH2:19][CH2:18]2)=[O:16])[CH:6]=1. The catalyst class is: 20. Reactant: [CH3:1][C:2]([CH3:35])([CH3:34])[C:3]#[C:4][C:5]1[S:9][C:8]([C:10]([O:12]C)=[O:11])=[C:7]([N:14]([CH:24]([CH2:26][C:27](=[O:33])[N:28]2[CH2:32][CH2:31][CH2:30][CH2:29]2)[CH3:25])[C:15]([C@H:17]2[CH2:22][CH2:21][C@H:20]([CH3:23])[CH2:19][CH2:18]2)=[O:16])[CH:6]=1.O.[OH-].[Li+].Cl. (3) Reactant: [CH3:1][S:2][C:3]1[N:8]=[CH:7][C:6]([C:9]([O:11]CC)=[O:10])=[CH:5][N:4]=1.[Li+].[OH-]. Product: [CH3:1][S:2][C:3]1[N:8]=[CH:7][C:6]([C:9]([OH:11])=[O:10])=[CH:5][N:4]=1. The catalyst class is: 12. (4) Reactant: [OH:1][C:2]1[CH:9]=[CH:8][C:7]([I:10])=[CH:6][C:3]=1[C:4]#[N:5].Cl[C:12]1[CH:17]=[CH:16][C:15]([C:18]([F:21])([F:20])[F:19])=[CH:14][N:13]=1.C([O-])([O-])=O.[K+].[K+]. Product: [I:10][C:7]1[CH:8]=[CH:9][C:2]([O:1][C:12]2[CH:17]=[CH:16][C:15]([C:18]([F:21])([F:20])[F:19])=[CH:14][N:13]=2)=[C:3]([CH:6]=1)[C:4]#[N:5]. The catalyst class is: 3. (5) Reactant: [NH:1]1[CH2:6][CH2:5][O:4][CH2:3][CH2:2]1.C(N(CC)CC)C.Br[CH2:15][C:16]1[S:17][CH:18]=[C:19]([C:21]2[CH:26]=[C:25]([C:27]([CH3:30])([CH3:29])[CH3:28])[C:24]([OH:31])=[C:23]([C:32]([CH3:35])([CH3:34])[CH3:33])[CH:22]=2)[N:20]=1.C(OCC)(=O)C. Product: [C:32]([C:23]1[CH:22]=[C:21]([C:19]2[N:20]=[C:16]([CH2:15][N:1]3[CH2:6][CH2:5][O:4][CH2:3][CH2:2]3)[S:17][CH:18]=2)[CH:26]=[C:25]([C:27]([CH3:30])([CH3:29])[CH3:28])[C:24]=1[OH:31])([CH3:35])([CH3:34])[CH3:33]. The catalyst class is: 9. (6) The catalyst class is: 4. Product: [CH2:1]([N:3]1[CH:4]2[CH2:10][CH2:9][CH:8]1[CH2:7][CH:6]([C:11]1[N:16]3[N:17]=[C:18]([C:27]4[CH:28]=[CH:29][N:30]=[CH:31][CH:32]=4)[C:19]([C:20]4[CH:26]=[CH:25][C:23]([NH:24][C:44](=[O:45])[O:43][CH3:41])=[CH:22][CH:21]=4)=[C:15]3[N:14]=[CH:13][CH:12]=1)[CH2:5]2)[CH3:2]. Reactant: [CH2:1]([N:3]1[CH:8]2[CH2:9][CH2:10][CH:4]1[CH2:5][CH:6]([C:11]1[N:16]3[N:17]=[C:18]([C:27]4[CH:32]=[CH:31][N:30]=[CH:29][CH:28]=4)[C:19]([C:20]4[CH:26]=[CH:25][C:23]([NH2:24])=[CH:22][CH:21]=4)=[C:15]3[N:14]=[CH:13][CH:12]=1)[CH2:7]2)[CH3:2].C(N(CC)CC)C.Cl[C:41](Cl)([O:43][C:44](=O)[O:45]C(Cl)(Cl)Cl)Cl.CO. (7) Reactant: [C:1]([OH:17])(=[O:16])[C:2]([C:10]1[CH:15]=[CH:14][CH:13]=[CH:12][CH:11]=1)([C:4]1[CH:9]=[CH:8][CH:7]=[CH:6][CH:5]=1)[OH:3].[CH2:18]1CCN2C(=NCCC2)CC1.CI. The catalyst class is: 10. Product: [CH3:18][O:16][C:1](=[O:17])[C:2]([C:10]1[CH:11]=[CH:12][CH:13]=[CH:14][CH:15]=1)([C:4]1[CH:9]=[CH:8][CH:7]=[CH:6][CH:5]=1)[OH:3]. (8) Product: [CH3:12][C:8]1[CH:7]=[C:6]([C:4]2[N:36]=[C:35]([CH:32]3[CH2:33][CH2:34][N:29]([CH3:28])[CH2:30][CH2:31]3)[S:37][C:3]=2[C:13]2[CH:18]=[CH:17][N:16]=[C:15]([NH:19][C:20](=[O:27])[C:21]3[CH:26]=[CH:25][CH:24]=[CH:23][CH:22]=3)[CH:14]=2)[CH:11]=[CH:10][CH:9]=1. The catalyst class is: 9. Reactant: Br.Br[CH:3]([C:13]1[CH:18]=[CH:17][N:16]=[C:15]([NH:19][C:20](=[O:27])[C:21]2[CH:26]=[CH:25][CH:24]=[CH:23][CH:22]=2)[CH:14]=1)[C:4]([C:6]1[CH:11]=[CH:10][CH:9]=[C:8]([CH3:12])[CH:7]=1)=O.[CH3:28][N:29]1[CH2:34][CH2:33][CH:32]([C:35](=[S:37])[NH2:36])[CH2:31][CH2:30]1.C(=O)([O-])O.[Na+]. (9) Reactant: Cl[C:2]1[CH:7]=[CH:6][N+:5]([O-:8])=[CH:4][CH:3]=1.[F:9][C:10]([F:21])([F:20])[C:11]1[CH:16]=[CH:15][C:14](B(O)O)=[CH:13][CH:12]=1.C([O-])([O-])=O.[K+].[K+]. Product: [F:9][C:10]([F:21])([F:20])[C:11]1[CH:16]=[CH:15][C:14]([C:2]2[CH:7]=[CH:6][N+:5]([O-:8])=[CH:4][CH:3]=2)=[CH:13][CH:12]=1. The catalyst class is: 418. (10) Reactant: [C:1]([O:4][C@@H:5]([C@H:7]([NH:11]C(OCC1C=CC=CC=1)=O)[C:8]([NH2:10])=[O:9])[CH3:6])(=[O:3])[CH3:2]. Product: [C:1]([O:4][C@@H:5]([C@H:7]([NH2:11])[C:8]([NH2:10])=[O:9])[CH3:6])(=[O:3])[CH3:2]. The catalyst class is: 19.